From a dataset of Reaction yield outcomes from USPTO patents with 853,638 reactions. Predict the reaction yield, written as a fraction of the theoretical maximum amount of product (1.0 means a 100% yield; for example, 0.34 means a 34% yield). (1) The reactants are Br[C:2]1[CH:11]=[CH:10][C:5]2[N:6]=[C:7]([CH3:9])[O:8][C:4]=2[CH:3]=1.[CH3:12][C:13]1([CH3:29])[C:17]([CH3:19])([CH3:18])[O:16][B:15]([B:15]2[O:16][C:17]([CH3:19])([CH3:18])[C:13]([CH3:29])([CH3:12])[O:14]2)[O:14]1.CC([O-])=O.[K+].C(Cl)Cl. The catalyst is O1CCOCC1.CCOC(C)=O.C1C=CC(P(C2C=CC=CC=2)[C-]2C=CC=C2)=CC=1.C1C=CC(P(C2C=CC=CC=2)[C-]2C=CC=C2)=CC=1.Cl[Pd]Cl.[Fe+2]. The product is [CH3:9][C:7]1[O:8][C:4]2[CH:3]=[C:2]([B:15]3[O:16][C:17]([CH3:19])([CH3:18])[C:13]([CH3:29])([CH3:12])[O:14]3)[CH:11]=[CH:10][C:5]=2[N:6]=1. The yield is 1.00. (2) The reactants are [NH2:1][C:2]1[N:11]=[CH:10][C:9]2[CH2:8][CH2:7][C:6]3[C:12]([C:16]([O:18][CH2:19][CH3:20])=[O:17])=[N:13][N:14]([CH3:15])[C:5]=3[C:4]=2[N:3]=1.[C:21]([N:24]1[CH2:29][CH2:28][C:27](=O)[CH2:26][CH2:25]1)(=[O:23])[CH3:22].C(O)(C(F)(F)F)=O.[BH-](OC(C)=O)(OC(C)=O)OC(C)=O.[Na+].[OH-].[Na+]. The catalyst is CN(C)C=O. The product is [C:21]([N:24]1[CH2:29][CH2:28][CH:27]([NH:1][C:2]2[N:11]=[CH:10][C:9]3[CH2:8][CH2:7][C:6]4[C:12]([C:16]([O:18][CH2:19][CH3:20])=[O:17])=[N:13][N:14]([CH3:15])[C:5]=4[C:4]=3[N:3]=2)[CH2:26][CH2:25]1)(=[O:23])[CH3:22]. The yield is 0.700.